This data is from Forward reaction prediction with 1.9M reactions from USPTO patents (1976-2016). The task is: Predict the product of the given reaction. Given the reactants C1C=CC(P(C2C(OC3C(P(C4C=CC=CC=4)C4C=CC=CC=4)=CC=CC=3)=CC=CC=2)C2C=CC=CC=2)=CC=1.I[C:41]1[CH:42]=[N:43][CH:44]=[CH:45][CH:46]=1.[SH:47][C:48]1[CH:53]=[CH:52][C:51]([CH:54]([CH2:63][CH:64]2[CH2:69][CH2:68][O:67][CH2:66][CH2:65]2)[C:55]([NH:57][C:58]2[S:59][CH:60]=[CH:61][N:62]=2)=[O:56])=[CH:50][CH:49]=1.CC([O-])(C)C.[K+], predict the reaction product. The product is: [N:43]1[CH:44]=[CH:45][CH:46]=[C:41]([S:47][C:48]2[CH:53]=[CH:52][C:51]([CH:54]([CH2:63][CH:64]3[CH2:69][CH2:68][O:67][CH2:66][CH2:65]3)[C:55]([NH:57][C:58]3[S:59][CH:60]=[CH:61][N:62]=3)=[O:56])=[CH:50][CH:49]=2)[CH:42]=1.